Dataset: Forward reaction prediction with 1.9M reactions from USPTO patents (1976-2016). Task: Predict the product of the given reaction. (1) Given the reactants Cl[C:2]1[C:3]2[C:4](=[N:8][N:9]([CH2:11][C:12]3[CH:17]=[CH:16][C:15]([CH2:18][N:19]4[CH:23]=[CH:22][CH:21]=[N:20]4)=[CH:14][CH:13]=3)[CH:10]=2)[N:5]=[CH:6][N:7]=1.CCN(C(C)C)C(C)C.[Cl-].[Cl-].[NH3+:35][CH2:36][C:37]1[CH:38]=[C:39]([CH3:45])[C:40]([NH3+:44])=[N:41][C:42]=1[CH3:43], predict the reaction product. The product is: [N:19]1([CH2:18][C:15]2[CH:16]=[CH:17][C:12]([CH2:11][N:9]3[CH:10]=[C:3]4[C:4]([N:5]=[CH:6][N:7]=[C:2]4[NH:35][CH2:36][C:37]4[C:42]([CH3:43])=[N:41][C:40]([NH2:44])=[C:39]([CH3:45])[CH:38]=4)=[N:8]3)=[CH:13][CH:14]=2)[CH:23]=[CH:22][CH:21]=[N:20]1. (2) Given the reactants [CH2:1]=[CH:2][CH:3]=[CH2:4].[CH2:5]=[CH:6][C:7]1[CH:12]=[CH:11][CH:10]=[CH:9][CH:8]=1.C([O-])(=O)CCCCCCC/C=C\CCCCCCCC.[K+].O=C[C@@H]([C@H]([C@@H]([C@@H](CO)O)O)O)O.[O-]P(OP([O-])([O-])=O)(=O)[O-].[Na+].[Na+].[Na+].[Na+].S(=O)(=O)(O)O, predict the reaction product. The product is: [CH2:1]=[CH:2][CH:3]=[CH2:4].[CH2:5]=[CH:6][C:7]1[CH:12]=[CH:11][CH:10]=[CH:9][CH:8]=1. (3) Given the reactants C([O:4][C:5]1[CH:38]=[C:8]2[N:9]=[CH:10][CH:11]=[C:12]([S:13][C:14]3[CH:19]=[CH:18][C:17]([NH:20][C:21]4[C:30]5[C:25](=[CH:26][CH:27]=[CH:28][CH:29]=5)[C:24]([C:31]5[CH:36]=[CH:35][C:34]([Cl:37])=[CH:33][CH:32]=5)=[N:23][N:22]=4)=[CH:16][CH:15]=3)[N:7]2[N:6]=1)C=C.C([O-])=O.[NH4+], predict the reaction product. The product is: [Cl:37][C:34]1[CH:35]=[CH:36][C:31]([C:24]2[C:25]3[C:30](=[CH:29][CH:28]=[CH:27][CH:26]=3)[C:21]([NH:20][C:17]3[CH:16]=[CH:15][C:14]([S:13][C:12]4[N:7]5[N:6]=[C:5]([OH:4])[CH:38]=[C:8]5[N:9]=[CH:10][CH:11]=4)=[CH:19][CH:18]=3)=[N:22][N:23]=2)=[CH:32][CH:33]=1. (4) Given the reactants [H-].[Na+].[CH2:3]([OH:6])[CH2:4][OH:5].[CH3:7][N:8]1[C:13](=[O:14])[C:12]2[C:15]([C:36]3[CH:41]=[CH:40][CH:39]=[CH:38][CH:37]=3)=[C:16]([C:18]3[CH:23]=[CH:22][C:21]([C:24]4([NH:28][C:29](=[O:35])[O:30][C:31]([CH3:34])([CH3:33])[CH3:32])[CH2:27][CH2:26][CH2:25]4)=[CH:20][CH:19]=3)[O:17][C:11]=2[N:10]=[C:9]1S(C)(=O)=O, predict the reaction product. The product is: [OH:5][CH2:4][CH2:3][O:6][C:9]1[N:8]([CH3:7])[C:13](=[O:14])[C:12]2[C:15]([C:36]3[CH:37]=[CH:38][CH:39]=[CH:40][CH:41]=3)=[C:16]([C:18]3[CH:23]=[CH:22][C:21]([C:24]4([NH:28][C:29](=[O:35])[O:30][C:31]([CH3:32])([CH3:33])[CH3:34])[CH2:27][CH2:26][CH2:25]4)=[CH:20][CH:19]=3)[O:17][C:11]=2[N:10]=1. (5) Given the reactants [NH2:1][C:2]([NH2:4])=[S:3].[CH2:5]([O:7][C:8]([C:10]1[C:15]([CH2:16][Br:17])=[N:14][CH:13]=[CH:12][N:11]=1)=[O:9])[CH3:6], predict the reaction product. The product is: [BrH:17].[CH2:5]([O:7][C:8]([C:10]1[C:15]([CH2:16][S:3][C:2](=[NH:4])[NH2:1])=[N:14][CH:13]=[CH:12][N:11]=1)=[O:9])[CH3:6].